Dataset: Full USPTO retrosynthesis dataset with 1.9M reactions from patents (1976-2016). Task: Predict the reactants needed to synthesize the given product. (1) The reactants are: O[CH:2]1[O:8][C@H:7]([CH2:9][OH:10])[C@@H:5]([OH:6])[C@H:3]1O.[NH:11]1[CH:19]=[C:17]([CH3:18])[C:15](=[O:16])[NH:14][C:12]1=[S:13].Cl[Sn](Cl)(Cl)Cl. Given the product [C@@H:2]1([N:11]2[CH:19]=[C:17]([CH3:18])[C:15](=[O:16])[NH:14][C:12]2=[S:13])[O:8][C@H:7]([CH2:9][OH:10])[C@@H:5]([OH:6])[CH2:3]1, predict the reactants needed to synthesize it. (2) Given the product [CH3:1][O:2][C:3]([C@@H:5]1[CH2:9][CH2:8][N:7]([CH2:10][C:11]2[N:20]=[CH:19][C:18]3[C:13](=[CH:14][CH:15]=[C:16]([O:21][CH:38]4[CH2:39][CH2:40][CH:35]([C:41]([CH3:47])([CH3:46])[CH2:42][CH3:43])[CH2:36][CH2:37]4)[CH:17]=3)[N:12]=2)[CH2:6]1)=[O:4], predict the reactants needed to synthesize it. The reactants are: [CH3:1][O:2][C:3]([C@@H:5]1[CH2:9][CH2:8][N:7]([CH2:10][C:11]2[N:20]=[CH:19][C:18]3[C:13](=[CH:14][CH:15]=[C:16]([OH:21])[CH:17]=3)[N:12]=2)[CH2:6]1)=[O:4].[C:35]1(P([C:35]2[CH:40]=[CH:39][CH:38]=[CH:37][CH:36]=2)[C:35]2[CH:40]=[CH:39][CH:38]=[CH:37][CH:36]=2)[CH:40]=[CH:39][CH:38]=[CH:37][CH:36]=1.[C:41]1([CH3:47])[CH:46]=CC=[CH:43][CH:42]=1.